Dataset: Forward reaction prediction with 1.9M reactions from USPTO patents (1976-2016). Task: Predict the product of the given reaction. (1) The product is: [Br:23][CH2:22][CH2:21][CH2:20][CH2:19][CH2:18][C:2]([CH3:4])([CH3:3])[C:1]([O:6][CH2:7][CH3:8])=[O:5]. Given the reactants [C:1]([O:6][CH2:7][CH3:8])(=[O:5])[CH:2]([CH3:4])[CH3:3].[Li+].CC([N-]C(C)C)C.Br[CH2:18][CH2:19][CH2:20][CH2:21][CH2:22][Br:23].[NH4+].[Cl-].Cl, predict the reaction product. (2) Given the reactants [C:1]([O:5][C:6]([N:8]1[CH2:13][CH2:12][O:11][CH:10]([CH2:14][OH:15])[CH2:9]1)=[O:7])([CH3:4])([CH3:3])[CH3:2].[H-].[Na+].[CH2:18]([C:22]1[N:23]=[N:24][C:25](Cl)=[CH:26][C:27]=1[C:28]1[CH:33]=[CH:32][C:31]([O:34][CH:35]2[CH2:40][CH2:39][CH2:38][CH2:37][CH2:36]2)=[CH:30][CH:29]=1)[CH2:19][CH2:20][CH3:21].O, predict the reaction product. The product is: [C:1]([O:5][C:6]([N:8]1[CH2:13][CH2:12][O:11][CH:10]([CH2:14][O:15][C:25]2[N:24]=[N:23][C:22]([CH2:18][CH2:19][CH2:20][CH3:21])=[C:27]([C:28]3[CH:29]=[CH:30][C:31]([O:34][CH:35]4[CH2:40][CH2:39][CH2:38][CH2:37][CH2:36]4)=[CH:32][CH:33]=3)[CH:26]=2)[CH2:9]1)=[O:7])([CH3:4])([CH3:3])[CH3:2]. (3) Given the reactants [Br-].[C:2]([C:5]1[CH:6]=[N+:7]([CH2:25][C:26]2[CH:31]=[CH:30][CH:29]=[C:28]([F:32])[CH:27]=2)[CH:8]=[CH:9][C:10]=1[CH2:11][CH:12]1[CH2:21][CH2:20][C:19]2[C:14](=[CH:15][CH:16]=[C:17]([O:22][CH3:23])[CH:18]=2)[C:13]1=[O:24])(=[O:4])[CH3:3].C1C(C(N)=O)=CN(CC2C=CC=CC=2)C=C1, predict the reaction product. The product is: [C:2]([C:5]1[CH:10]([CH2:11][CH:12]2[CH2:21][CH2:20][C:19]3[C:14](=[CH:15][CH:16]=[C:17]([O:22][CH3:23])[CH:18]=3)[C:13]2=[O:24])[CH:9]=[CH:8][N:7]([CH2:25][C:26]2[CH:31]=[CH:30][CH:29]=[C:28]([F:32])[CH:27]=2)[CH:6]=1)(=[O:4])[CH3:3].